This data is from Forward reaction prediction with 1.9M reactions from USPTO patents (1976-2016). The task is: Predict the product of the given reaction. Given the reactants [CH3:1][O:2][C:3]1[CH:18]=[CH:17][CH:16]=[CH:15][C:4]=1[CH2:5][CH:6]1[C:11]([CH3:13])([CH3:12])[CH:10](O)[CH2:9][CH2:8][NH:7]1.[OH-].[Na+], predict the reaction product. The product is: [CH3:1][O:2][C:3]1[C:4]2[CH2:5][CH:6]3[C:11]([CH3:13])([CH3:12])[CH:10]([C:15]=2[CH:16]=[CH:17][CH:18]=1)[CH2:9][CH2:8][NH:7]3.